Dataset: Catalyst prediction with 721,799 reactions and 888 catalyst types from USPTO. Task: Predict which catalyst facilitates the given reaction. (1) Reactant: Cl.[NH2:2][CH:3]([CH2:9][C:10]1[CH:15]=[CH:14][CH:13]=[CH:12][CH:11]=1)[C@H:4]([OH:8])[C:5]([OH:7])=[O:6].C(=O)(O)[O-].[Na+].[C:21](O[C:21]([O:23][C:24]([CH3:27])([CH3:26])[CH3:25])=[O:22])([O:23][C:24]([CH3:27])([CH3:26])[CH3:25])=[O:22]. Product: [C:24]([O:23][C:21]([NH:2][CH:3]([CH2:9][C:10]1[CH:15]=[CH:14][CH:13]=[CH:12][CH:11]=1)[C@H:4]([OH:8])[C:5]([OH:7])=[O:6])=[O:22])([CH3:27])([CH3:26])[CH3:25]. The catalyst class is: 38. (2) Reactant: Cl.C([N:4]=C=NCCCN(C)C)C.Cl.[CH3:14][C:15]([C:45]([OH:47])=O)([CH3:44])[NH:16][C:17](=[O:43])[C:18]1[CH:23]=[CH:22][CH:21]=[C:20]([C:24]2[C:33]3[C:28](=[CH:29][C:30]([O:39][CH3:40])=[C:31]4[O:36][C:35]([CH3:38])([CH3:37])[CH2:34][C:32]4=3)[CH2:27][C:26]([CH3:42])([CH3:41])[N:25]=2)[CH:19]=1.O.ON1C2C=CC=CC=2N=N1.N. The catalyst class is: 35. Product: [NH2:4][C:45](=[O:47])[C:15]([NH:16][C:17](=[O:43])[C:18]1[CH:23]=[CH:22][CH:21]=[C:20]([C:24]2[C:33]3[C:28](=[CH:29][C:30]([O:39][CH3:40])=[C:31]4[O:36][C:35]([CH3:38])([CH3:37])[CH2:34][C:32]4=3)[CH2:27][C:26]([CH3:42])([CH3:41])[N:25]=2)[CH:19]=1)([CH3:44])[CH3:14]. (3) Reactant: CCN(C(C)C)C(C)C.F[C:11]1[C:16]([N+:17]([O-:19])=[O:18])=[CH:15][C:14]([NH:20][C:21]2[N:26]=[C:25]([C:27]3[C:35]4[C:30](=[CH:31][CH:32]=[CH:33][CH:34]=4)[N:29]([CH3:36])[CH:28]=3)[CH:24]=[CH:23][N:22]=2)=[C:13]([O:37][CH3:38])[CH:12]=1.[CH3:39][N:40]1[CH2:44][C@@H:43]2[NH:45][CH2:46][CH2:47][C@@H:42]2[CH2:41]1. Product: [CH3:39][N:40]1[CH2:41][C@@H:42]2[C@@H:43]([N:45]([C:11]3[C:16]([N+:17]([O-:19])=[O:18])=[CH:15][C:14]([NH:20][C:21]4[N:26]=[C:25]([C:27]5[C:35]6[C:30](=[CH:31][CH:32]=[CH:33][CH:34]=6)[N:29]([CH3:36])[CH:28]=5)[CH:24]=[CH:23][N:22]=4)=[C:13]([O:37][CH3:38])[CH:12]=3)[CH2:46][CH2:47]2)[CH2:44]1. The catalyst class is: 836. (4) Reactant: [CH3:1][CH:2]1[CH2:8][C:7]2[CH:9]=[C:10]3[O:15][CH2:14][O:13][C:11]3=[CH:12][C:6]=2[C:5]([C:16]2[CH:21]=[CH:20][C:19]([N+:22]([O-:24])=[O:23])=[CH:18][CH:17]=2)=[N:4][N:3]1[C:25](=[S:27])[NH2:26].Br[CH2:29][C:30](=O)[C:31]([O:33][CH2:34][CH3:35])=[O:32]. Product: [CH2:34]([O:33][C:31]([C:30]1[N:26]=[C:25]([N:3]2[CH:2]([CH3:1])[CH2:8][C:7]3[CH:9]=[C:10]4[O:15][CH2:14][O:13][C:11]4=[CH:12][C:6]=3[C:5]([C:16]3[CH:17]=[CH:18][C:19]([N+:22]([O-:24])=[O:23])=[CH:20][CH:21]=3)=[N:4]2)[S:27][CH:29]=1)=[O:32])[CH3:35]. The catalyst class is: 9. (5) Reactant: C(N(CC)CC)C.[Br-].[CH2:9]([O:11][C:12]([CH2:14][CH2:15][CH2:16][N+:17]1[C:25]2[C:20](=[CH:21][CH:22]=[CH:23][CH:24]=2)[C:19]([CH3:27])([CH3:26])[C:18]=1[CH3:28])=[O:13])[CH3:10].[CH2:29]([O:33][C:34]1[C:35](=O)[C:36](=[O:43])[C:37]=1[O:38]CCCC)[CH2:30][CH2:31][CH3:32]. Product: [CH2:29]([O:33][C:34]1[C:37](=[O:38])[C:36](=[O:43])[C:35]=1[CH:28]=[C:18]1[C:19]([CH3:27])([CH3:26])[C:20]2[C:25](=[CH:24][CH:23]=[CH:22][CH:21]=2)[N:17]1[CH2:16][CH2:15][CH2:14][C:12]([O:11][CH2:9][CH3:10])=[O:13])[CH2:30][CH2:31][CH3:32]. The catalyst class is: 8. (6) Reactant: [Cl:1][C:2]1[CH:7]=[CH:6][C:5]([N:8]2[CH:12]=[CH:11][N:10]=[CH:9]2)=[CH:4][CH:3]=1.[CH3:13][I:14]. Product: [I-:14].[Cl:1][C:2]1[CH:3]=[CH:4][C:5]([N+:8]2[CH:12]=[CH:11][N:10]([CH3:13])[CH:9]=2)=[CH:6][CH:7]=1. The catalyst class is: 1. (7) Reactant: [CH:1]1([N:8]([C:22]([N:24]([CH2:27][CH3:28])[CH2:25][CH3:26])=[O:23])[CH:9]2[CH2:14][CH2:13][N:12](C(OC(C)(C)C)=O)[CH2:11][CH2:10]2)[CH2:7][CH2:6][CH2:5][CH2:4][CH2:3][CH2:2]1. Product: [CH:1]1([N:8]([CH:9]2[CH2:14][CH2:13][NH:12][CH2:11][CH2:10]2)[C:22]([N:24]([CH2:27][CH3:28])[CH2:25][CH3:26])=[O:23])[CH2:2][CH2:3][CH2:4][CH2:5][CH2:6][CH2:7]1. The catalyst class is: 89.